From a dataset of Reaction yield outcomes from USPTO patents with 853,638 reactions. Predict the reaction yield, written as a fraction of the theoretical maximum amount of product (1.0 means a 100% yield; for example, 0.34 means a 34% yield). (1) The reactants are Cl.[C:2]1(N)[C:7]2[CH2:8][CH2:9][CH2:10][C:6]=2[CH:5]=[CH:4][N:3]=1.[OH:12][PH2]=O.N([O-])=O.[Na+].C([O-])(O)=O.[Na+]. The catalyst is O.C(OCC)(=O)C. The product is [C:2]1(=[O:12])[C:7]2[CH2:8][CH2:9][CH2:10][C:6]=2[CH:5]=[CH:4][NH:3]1. The yield is 0.950. (2) The reactants are S(Cl)(Cl)=O.[OH:5][C:6]1[CH:14]=[CH:13][C:9]([C:10]([OH:12])=[O:11])=[CH:8][N:7]=1.[CH3:15]O. No catalyst specified. The product is [CH3:15][O:11][C:10]([C:9]1[CH:13]=[CH:14][C:6](=[O:5])[NH:7][CH:8]=1)=[O:12]. The yield is 0.680.